Dataset: Peptide-MHC class I binding affinity with 185,985 pairs from IEDB/IMGT. Task: Regression. Given a peptide amino acid sequence and an MHC pseudo amino acid sequence, predict their binding affinity value. This is MHC class I binding data. (1) The peptide sequence is VGLNYLNL. The MHC is H-2-Db with pseudo-sequence H-2-Db. The binding affinity (normalized) is 0.380. (2) The MHC is Patr-A0901 with pseudo-sequence Patr-A0901. The binding affinity (normalized) is 0.214. The peptide sequence is NFPYLVAYQA. (3) The peptide sequence is AYDHGNVIL. The MHC is HLA-A31:01 with pseudo-sequence HLA-A31:01. The binding affinity (normalized) is 0.0847.